Regression. Given a peptide amino acid sequence and an MHC pseudo amino acid sequence, predict their binding affinity value. This is MHC class I binding data. From a dataset of Peptide-MHC class I binding affinity with 185,985 pairs from IEDB/IMGT. (1) The peptide sequence is HRILDIYL. The MHC is HLA-B27:05 with pseudo-sequence HLA-B27:05. The binding affinity (normalized) is 0.479. (2) The peptide sequence is RGRIGRTYL. The MHC is HLA-B39:01 with pseudo-sequence HLA-B39:01. The binding affinity (normalized) is 0.0847.